Task: Regression. Given two drug SMILES strings and cell line genomic features, predict the synergy score measuring deviation from expected non-interaction effect.. Dataset: NCI-60 drug combinations with 297,098 pairs across 59 cell lines (1) Drug 1: COC1=CC(=CC(=C1O)OC)C2C3C(COC3=O)C(C4=CC5=C(C=C24)OCO5)OC6C(C(C7C(O6)COC(O7)C8=CC=CS8)O)O. Drug 2: CCC1(CC2CC(C3=C(CCN(C2)C1)C4=CC=CC=C4N3)(C5=C(C=C6C(=C5)C78CCN9C7C(C=CC9)(C(C(C8N6C)(C(=O)OC)O)OC(=O)C)CC)OC)C(=O)OC)O.OS(=O)(=O)O. Cell line: T-47D. Synergy scores: CSS=45.8, Synergy_ZIP=-2.96, Synergy_Bliss=-1.04, Synergy_Loewe=1.63, Synergy_HSA=2.04. (2) Drug 1: CN(C)N=NC1=C(NC=N1)C(=O)N. Drug 2: CCN(CC)CCNC(=O)C1=C(NC(=C1C)C=C2C3=C(C=CC(=C3)F)NC2=O)C. Cell line: RXF 393. Synergy scores: CSS=0.367, Synergy_ZIP=0.518, Synergy_Bliss=1.32, Synergy_Loewe=-0.0377, Synergy_HSA=-0.0345. (3) Drug 1: C1=CC=C(C(=C1)C(C2=CC=C(C=C2)Cl)C(Cl)Cl)Cl. Drug 2: C(CC(=O)O)C(=O)CN.Cl. Cell line: DU-145. Synergy scores: CSS=15.7, Synergy_ZIP=-1.87, Synergy_Bliss=2.24, Synergy_Loewe=3.24, Synergy_HSA=3.35. (4) Synergy scores: CSS=15.8, Synergy_ZIP=-5.84, Synergy_Bliss=-0.462, Synergy_Loewe=0.699, Synergy_HSA=1.01. Drug 2: CC1CCC2CC(C(=CC=CC=CC(CC(C(=O)C(C(C(=CC(C(=O)CC(OC(=O)C3CCCCN3C(=O)C(=O)C1(O2)O)C(C)CC4CCC(C(C4)OC)OCCO)C)C)O)OC)C)C)C)OC. Cell line: MDA-MB-231. Drug 1: C1CN1P(=S)(N2CC2)N3CC3. (5) Drug 1: CC1CCC2CC(C(=CC=CC=CC(CC(C(=O)C(C(C(=CC(C(=O)CC(OC(=O)C3CCCCN3C(=O)C(=O)C1(O2)O)C(C)CC4CCC(C(C4)OC)OCCO)C)C)O)OC)C)C)C)OC. Drug 2: CCN(CC)CCCC(C)NC1=C2C=C(C=CC2=NC3=C1C=CC(=C3)Cl)OC. Cell line: SF-295. Synergy scores: CSS=18.3, Synergy_ZIP=-11.2, Synergy_Bliss=-6.86, Synergy_Loewe=-8.61, Synergy_HSA=-6.14. (6) Drug 1: C1CCC(C1)C(CC#N)N2C=C(C=N2)C3=C4C=CNC4=NC=N3. Drug 2: C1CC(=O)NC(=O)C1N2CC3=C(C2=O)C=CC=C3N. Cell line: NCI-H522. Synergy scores: CSS=6.98, Synergy_ZIP=-2.86, Synergy_Bliss=0.421, Synergy_Loewe=0.550, Synergy_HSA=0.650.